Dataset: Forward reaction prediction with 1.9M reactions from USPTO patents (1976-2016). Task: Predict the product of the given reaction. Given the reactants [Cl:1][C:2]1[CH:23]=[C:22]([Cl:24])[CH:21]=[CH:20][C:3]=1[CH2:4][NH:5][C:6]([C:8]1[C:9]([O:16][CH:17]([CH3:19])[CH3:18])=[N:10][N:11]([CH2:13][CH2:14][OH:15])[CH:12]=1)=[O:7].[CH2:25]([O:27][C:28]1[C:29](O)=[C:30]([CH2:34][C:35]([O:37]C)=[O:36])[CH:31]=[CH:32][CH:33]=1)[CH3:26].C(P(CCCC)CCCC)CCC.N(C(N1CCCCC1)=O)=NC(N1CCCCC1)=O, predict the reaction product. The product is: [Cl:1][C:2]1[CH:23]=[C:22]([Cl:24])[CH:21]=[CH:20][C:3]=1[CH2:4][NH:5][C:6]([C:8]1[C:9]([O:16][CH:17]([CH3:19])[CH3:18])=[N:10][N:11]([CH2:13][CH2:14][O:15][C:29]2[C:28]([O:27][CH2:25][CH3:26])=[CH:33][CH:32]=[CH:31][C:30]=2[CH2:34][C:35]([OH:37])=[O:36])[CH:12]=1)=[O:7].